From a dataset of Full USPTO retrosynthesis dataset with 1.9M reactions from patents (1976-2016). Predict the reactants needed to synthesize the given product. (1) Given the product [CH3:24][O:25][C:26]1[CH:31]=[CH:30][C:29]([C:32]([C:34]2[CH:39]=[CH:38][C:37]([O:40][CH3:41])=[C:36]([O:42][CH2:43][CH3:44])[CH:35]=2)=[O:33])=[CH:28][C:27]=1[N+:45]([O-:47])=[O:46], predict the reactants needed to synthesize it. The reactants are: NC1C=C(C(C2C=CC(OC)=C(OC)C=2)=CC#N)C=CC=1OC.[CH3:24][O:25][C:26]1[CH:31]=[CH:30][C:29]([CH:32]([C:34]2[CH:39]=[CH:38][C:37]([O:40][CH3:41])=[C:36]([O:42][CH2:43][CH3:44])[CH:35]=2)[OH:33])=[CH:28][C:27]=1[N+:45]([O-:47])=[O:46].[Cr](Cl)([O-])(=O)=O.[NH+]1C=CC=CC=1. (2) Given the product [ClH:11].[CH3:1][C:2]1([CH3:10])[CH2:3][NH:4][C:5](=[NH:12])[CH2:6][CH2:7]1, predict the reactants needed to synthesize it. The reactants are: [CH3:1][C:2]1([CH3:10])[CH2:7][CH2:6][C:5](OC)=[N:4][CH2:3]1.[Cl-:11].[NH4+:12]. (3) Given the product [C:25]([O:3][CH2:1][CH3:2])(=[O:34])[CH3:20].[CH:5]([O:34][CH:20]([CH3:21])[CH3:19])([CH3:6])[CH3:14].[C:1]([NH:4][C:5]1[CH:6]=[C:7]2[C:12](=[CH:13][CH:14]=1)[CH:11]=[C:10]([S:15]([NH:26][CH2:19][C:20]1[CH:25]=[CH:24][CH:23]=[CH:22][CH:21]=1)(=[O:17])=[O:16])[CH:9]=[CH:8]2)(=[O:3])[CH3:2], predict the reactants needed to synthesize it. The reactants are: [C:1]([NH:4][C:5]1[CH:6]=[C:7]2[C:12](=[CH:13][CH:14]=1)[CH:11]=[C:10]([S:15](Cl)(=[O:17])=[O:16])[CH:9]=[CH:8]2)(=[O:3])[CH3:2].[CH2:19]([NH2:26])[C:20]1[CH:25]=[CH:24][CH:23]=[CH:22][CH:21]=1.C(N(CC)CC)C.[OH2:34]. (4) Given the product [CH:30]1([C:20]2([CH2:16][CH2:17][C:18]#[C:19][C:2]3[CH:7]=[CH:6][CH:5]=[C:4]([OH:8])[CH:3]=3)[O:25][C:24](=[O:26])[CH:23]=[C:22]([O:27][CH2:28][CH3:29])[CH2:21]2)[CH2:31][CH2:32][CH2:33][CH2:34]1, predict the reactants needed to synthesize it. The reactants are: I[C:2]1[CH:3]=[C:4]([OH:8])[CH:5]=[CH:6][CH:7]=1.IC1C=CC=CC=1.[CH2:16]([C:20]1([CH:30]2[CH2:34][CH2:33][CH2:32][CH2:31]2)[O:25][C:24](=[O:26])[CH:23]=[C:22]([O:27][CH2:28][CH3:29])[CH2:21]1)[CH2:17][C:18]#[CH:19].C(C1(C2CCCC2)OC(=O)CC(=O)C1)CC#C. (5) Given the product [C:12]1([CH2:11][CH2:10][CH2:9][C:8]([NH:7][CH2:6][CH2:5][C:4]([OH:19])=[O:3])=[O:18])[CH:13]=[CH:14][CH:15]=[CH:16][CH:17]=1, predict the reactants needed to synthesize it. The reactants are: C([O:3][C:4](=[O:19])[CH2:5][CH2:6][NH:7][C:8](=[O:18])[CH2:9][CH2:10][CH2:11][C:12]1[CH:17]=[CH:16][CH:15]=[CH:14][CH:13]=1)C.[OH-].[Na+]. (6) Given the product [NH2:46][C:43]1[CH:44]=[CH:45][C:40]([CH:37]2[CH2:38][CH2:39][N:34]([C:32]([CH:29]3[CH2:30][CH2:31][N:26]([CH3:25])[CH2:27][CH2:28]3)=[O:33])[CH2:35][CH2:36]2)=[CH:41][CH:42]=1, predict the reactants needed to synthesize it. The reactants are: NC1C=CC(N2CCC[C@H](C(N3CCN(C)CC3)=O)C2)=CC=1OC.[CH3:25][N:26]1[CH2:31][CH2:30][CH:29]([C:32]([N:34]2[CH2:39][CH2:38][CH:37]([C:40]3[CH:45]=[CH:44][C:43]([N+:46]([O-])=O)=[CH:42][CH:41]=3)[CH2:36][CH2:35]2)=[O:33])[CH2:28][CH2:27]1. (7) Given the product [C:21]([C:18]1[CH:19]=[CH:20][C:15]([C:13]2[N:14]=[C:10](/[CH:9]=[CH:8]/[C:5]3[CH:6]=[CH:7][C:2]([C:31]4[CH:32]=[CH:33][C:28]([OH:27])=[CH:29][CH:30]=4)=[CH:3][CH:4]=3)[N:11]([CH2:25][CH3:26])[CH:12]=2)=[CH:16][CH:17]=1)([CH3:24])([CH3:23])[CH3:22], predict the reactants needed to synthesize it. The reactants are: Br[C:2]1[CH:7]=[CH:6][C:5](/[CH:8]=[CH:9]/[C:10]2[N:11]([CH2:25][CH3:26])[CH:12]=[C:13]([C:15]3[CH:20]=[CH:19][C:18]([C:21]([CH3:24])([CH3:23])[CH3:22])=[CH:17][CH:16]=3)[N:14]=2)=[CH:4][CH:3]=1.[OH:27][C:28]1[CH:33]=[CH:32][C:31](B(O)O)=[CH:30][CH:29]=1.